From a dataset of Experimentally validated miRNA-target interactions with 360,000+ pairs, plus equal number of negative samples. Binary Classification. Given a miRNA mature sequence and a target amino acid sequence, predict their likelihood of interaction. (1) The miRNA is mmu-miR-672-5p with sequence UGAGGUUGGUGUACUGUGUGUGA. The protein sequence of the target gene is MDGLLNPRESSKFIAENSRDVFIDSGGVRRVAELLLAKAAGPELRVEGWKALHELNPRAADEAAVNWVFVTDTLNFSFWSEQDEHKCVVRYRGKTYSGYWSLCAAVNRALDEGIPITSASYYATVTLDQVRNILRSDTDVSMPLVEERHRILNETGKILLEKFGGSFLNCVRESENSAQKLMHLVVESFPSYRDVTLFEGKRVSFYKRAQILVADTWSVLEGKGDGCFKDISSITMFADYRLPQVLAHLGALKYSDDLLKKLLKGEMLSYGDRQEVEIRGCSLWCVELIRDCLLELIEQK.... Result: 0 (no interaction). (2) The miRNA is bta-miR-130b with sequence CAGUGCAAUGAUGAAAGGGCAU. The protein sequence of the target gene is MDLEAVCKRSALHAKPQGLILQYGTAGFRTNAQHLDHIMFRMGLLAVLRSKQTRSTIGVMVTASHNPEEDNGVKLVDPLGEMLAPSWEEHATCLASAEEQDVRQVLAAIVEKEAVDLTQTAFVVIARDTRPSSEKLSQSVIDGVTVLGGQFHDYGLLTTPQLHYMVYCRNSGGRYGQATVEGYCQKLSKAFVDLTNQVSCSGDVKRSVKVDCANGIGALKLREMEHYFSRGLSVLLFNDGTQGRLNHLCGADFVKSQQKPPQGIEMKSGERCCSFDGDADRIVYYYCDADGHFHLIDGDK.... Result: 0 (no interaction).